From a dataset of Forward reaction prediction with 1.9M reactions from USPTO patents (1976-2016). Predict the product of the given reaction. (1) Given the reactants [Br:1][C:2]1[CH:10]=[CH:9][C:8]([Br:11])=[CH:7][C:3]=1[C:4]([OH:6])=[O:5].[N+:12]([O-])([OH:14])=[O:13], predict the reaction product. The product is: [Br:1][C:2]1[C:10]([N+:12]([O-:14])=[O:13])=[CH:9][C:8]([Br:11])=[CH:7][C:3]=1[C:4]([OH:6])=[O:5]. (2) Given the reactants [C:1]([C:3]1[CH:8]=[CH:7][C:6]([C:9]2[CH:10]=[N:11][N:12]([C:15]3[CH:23]=[CH:22][C:18]([C:19]([OH:21])=O)=[CH:17][N:16]=3)[C:13]=2[OH:14])=[C:5]([CH3:24])[C:4]=1[F:25])#[N:2].[CH3:26][N:27]([CH3:34])[C@H:28]1[CH2:33][CH2:32][CH2:31][NH:30][CH2:29]1, predict the reaction product. The product is: [CH3:26][N:27]([CH3:34])[C@H:28]1[CH2:33][CH2:32][CH2:31][N:30]([C:19]([C:18]2[CH:22]=[CH:23][C:15]([N:12]3[C:13]([OH:14])=[C:9]([C:6]4[CH:7]=[CH:8][C:3]([C:1]#[N:2])=[C:4]([F:25])[C:5]=4[CH3:24])[CH:10]=[N:11]3)=[N:16][CH:17]=2)=[O:21])[CH2:29]1. (3) Given the reactants [N:1]1([C:7]2[CH:12]=[CH:11][C:10]([NH:13][C:14]([C:16]3[CH:17]=[C:18]([CH:30]=[CH:31][CH:32]=3)[CH2:19][S:20][CH2:21][CH2:22][C:23]([O:25]C(C)(C)C)=[O:24])=[O:15])=[C:9]([C:33]3[CH:38]=[C:37]([NH:39][CH:40]([C:42]4[CH:47]=[CH:46][CH:45]=[C:44]([C:48]([F:51])([F:50])[F:49])[CH:43]=4)[CH3:41])[N:36]=[CH:35][N:34]=3)[CH:8]=2)[CH2:6][CH2:5][CH2:4][CH2:3][CH2:2]1.FC(F)(F)C(O)=O, predict the reaction product. The product is: [N:1]1([C:7]2[CH:12]=[CH:11][C:10]([NH:13][C:14]([C:16]3[CH:17]=[C:18]([CH:30]=[CH:31][CH:32]=3)[CH2:19][S:20][CH2:21][CH2:22][C:23]([OH:25])=[O:24])=[O:15])=[C:9]([C:33]3[CH:38]=[C:37]([NH:39][CH:40]([C:42]4[CH:47]=[CH:46][CH:45]=[C:44]([C:48]([F:51])([F:50])[F:49])[CH:43]=4)[CH3:41])[N:36]=[CH:35][N:34]=3)[CH:8]=2)[CH2:6][CH2:5][CH2:4][CH2:3][CH2:2]1. (4) Given the reactants [F:1][C:2]1[CH:9]=[C:8]([F:10])[CH:7]=[CH:6][C:3]=1[CH:4]=O.COP([CH2:17][C:18](=[O:20])[CH3:19])(=O)OC.C([O-])([O-])=O.[K+].[K+], predict the reaction product. The product is: [F:1][C:2]1[CH:9]=[C:8]([F:10])[CH:7]=[CH:6][C:3]=1/[CH:4]=[CH:17]/[C:18](=[O:20])[CH3:19].